From a dataset of Forward reaction prediction with 1.9M reactions from USPTO patents (1976-2016). Predict the product of the given reaction. (1) Given the reactants [CH3:1][O:2][C:3]1[CH:4]=[C:5]([CH:22]=[C:23]([CH3:25])[CH:24]=1)[O:6][CH2:7][C@H:8]1[C:17]([CH3:18])=[CH:16][CH2:15][C@@H:14]2[C@:9]1([CH3:21])[CH2:10][CH2:11][CH2:12][C:13]2([CH3:20])[CH3:19].B.C1C[O:30]CC1, predict the reaction product. The product is: [CH3:1][O:2][C:3]1[CH:4]=[C:5]([CH:22]=[C:23]([CH3:25])[CH:24]=1)[O:6][CH2:7][C@@H:8]1[C@:9]2([CH3:21])[C@H:14]([C:13]([CH3:20])([CH3:19])[CH2:12][CH2:11][CH2:10]2)[CH2:15][CH:16]([OH:30])[CH:17]1[CH3:18]. (2) Given the reactants [I:1][C:2]1[CH:3]=[C:4]([CH:6]=[CH:7][CH:8]=1)[NH2:5].[Br:9]C1C(=O)C(Br)=CC(Br)(Br)C=1, predict the reaction product. The product is: [Br:9][C:8]1[CH:7]=[CH:6][C:4]([NH2:5])=[CH:3][C:2]=1[I:1]. (3) Given the reactants [C:1]([Br:4])(=O)[CH3:2].C[C@@H:6]1[CH2:10][O:9][C:8](=[O:11])[CH2:7]1.[CH2:12](O)C, predict the reaction product. The product is: [CH2:10]([O:9][C:8](=[O:11])[CH2:7][C@H:2]([CH3:12])[CH2:1][Br:4])[CH3:6]. (4) Given the reactants [OH:1][C:2]1([C:6]2[CH:11]=[CH:10][CH:9]=[CH:8][C:7]=2[NH:12]C=O)[CH2:5][CH2:4][CH2:3]1.[OH-].[K+], predict the reaction product. The product is: [NH2:12][C:7]1[CH:8]=[CH:9][CH:10]=[CH:11][C:6]=1[C:2]1([OH:1])[CH2:5][CH2:4][CH2:3]1. (5) Given the reactants C([N:5]1[C:9]([NH:10][C:11]2[C:20]3[C:15](=[CH:16][CH:17]=[CH:18][CH:19]=3)[C:14](=[O:21])[N:13]([C:22]3[CH:27]=[CH:26][C:25]([N:28]4[CH2:33][CH2:32][CH2:31][CH2:30][CH2:29]4)=[CH:24][CH:23]=3)[N:12]=2)=[CH:8][C:7]([CH3:34])=[N:6]1)(C)(C)C, predict the reaction product. The product is: [CH3:34][C:7]1[CH:8]=[C:9]([NH:10][C:11]2[C:20]3[C:15](=[CH:16][CH:17]=[CH:18][CH:19]=3)[C:14](=[O:21])[N:13]([C:22]3[CH:27]=[CH:26][C:25]([N:28]4[CH2:33][CH2:32][CH2:31][CH2:30][CH2:29]4)=[CH:24][CH:23]=3)[N:12]=2)[NH:5][N:6]=1. (6) Given the reactants Br[C:2]1[C:3]([N:21]([CH3:26])[S:22]([CH3:25])(=[O:24])=[O:23])=[CH:4][C:5]2[O:9][C:8]([C:10]3[CH2:11][CH2:12][S:13][CH2:14][CH:15]=3)=[C:7]([C:16]([NH:18][CH3:19])=[O:17])[C:6]=2[CH:20]=1.[F:27][C:28]1[C:29]2[CH:30]=[C:31]3[C:40]4[N:41]=[C:42]([Sn](C)(C)C)[CH:43]=[CH:44][C:39]=4[O:38][CH2:37][N:32]3[C:33]=2[CH:34]=[CH:35][CH:36]=1, predict the reaction product. The product is: [S:13]1[CH2:14][CH:15]=[C:10]([C:8]2[O:9][C:5]3[CH:4]=[C:3]([N:21]([CH3:26])[S:22]([CH3:25])(=[O:24])=[O:23])[C:2]([C:42]4[CH:43]=[CH:44][C:39]5[O:38][CH2:37][N:32]6[C:33]7[CH:34]=[CH:35][CH:36]=[C:28]([F:27])[C:29]=7[CH:30]=[C:31]6[C:40]=5[N:41]=4)=[CH:20][C:6]=3[C:7]=2[C:16]([NH:18][CH3:19])=[O:17])[CH2:11][CH2:12]1. (7) The product is: [CH3:31][C@H:32]1[CH2:33][O:34][CH2:35][CH2:36][N:37]1[N:5]1[C:6]([CH2:8][S:9]([CH3:12])(=[O:11])=[O:10])=[CH:7][CH:2]=[N:3][CH:4]1[C:13]1[CH:14]=[C:15]2[C:19](=[CH:20][CH:21]=1)[NH:18][CH:17]=[CH:16]2. Given the reactants Cl[C:2]1[CH:7]=[C:6]([CH2:8][S:9]([CH3:12])(=[O:11])=[O:10])[N:5]=[C:4]([C:13]2[CH:14]=[C:15]3[C:19](=[CH:20][CH:21]=2)[NH:18][CH:17]=[CH:16]3)[N:3]=1.CCN(C(C)C)C(C)C.[CH3:31][C@@H:32]1[NH:37][CH2:36][CH2:35][O:34][CH2:33]1, predict the reaction product.